This data is from Forward reaction prediction with 1.9M reactions from USPTO patents (1976-2016). The task is: Predict the product of the given reaction. Given the reactants [NH3:1].O.[Br:3][C:4]1[N:9]=[C:8]([C:10](Cl)=[O:11])[CH:7]=[CH:6][CH:5]=1, predict the reaction product. The product is: [Br:3][C:4]1[N:9]=[C:8]([C:10]([NH2:1])=[O:11])[CH:7]=[CH:6][CH:5]=1.